From a dataset of Forward reaction prediction with 1.9M reactions from USPTO patents (1976-2016). Predict the product of the given reaction. The product is: [CH2:20]([O:19][C:17](=[O:18])[CH2:16][N:7]([C:5]1[S:4][C:3]([C:11]#[N:12])=[C:2]([Br:1])[CH:6]=1)[CH2:8][CH2:9][CH3:10])[CH3:21]. Given the reactants [Br:1][C:2]1[CH:6]=[C:5]([NH:7][CH2:8][CH2:9][CH3:10])[S:4][C:3]=1[C:11]#[N:12].[H-].[Na+].Br[CH2:16][C:17]([O:19][CH2:20][CH3:21])=[O:18].O, predict the reaction product.